This data is from Forward reaction prediction with 1.9M reactions from USPTO patents (1976-2016). The task is: Predict the product of the given reaction. (1) The product is: [CH3:1][C@H:2]1[C@:10]2([OH:24])[C@H:11]3[C@:16]([OH:22])([CH2:17][C:18]([CH2:20][OH:21])=[CH:19][C@H:9]2[C@@H:5]2[C:6]([CH3:7])([CH3:8])[C@:4]2([O:25][C:26]([CH3:28])=[O:27])[CH2:3]1)[C:14](=[O:15])[C:13]([CH3:23])=[CH:12]3.[C:29]([O-:34])(=[O:35])[CH2:30][CH2:31][C:32]([O-:15])=[O:33]. Given the reactants [CH3:1][C@H:2]1[C@:10]2([OH:24])[C@H:11]3[C@:16]([OH:22])([CH2:17][C:18]([CH2:20][OH:21])=[CH:19][C@H:9]2[C@@H:5]2[C:6]([CH3:8])([CH3:7])[C@:4]2([O:25][C:26]([CH3:28])=[O:27])[CH2:3]1)[C:14](=[O:15])[C:13]([CH3:23])=[CH:12]3.[C:29]1(=[O:35])[O:34][C:32](=[O:33])[CH2:31][CH2:30]1.CN(C1C=CC=CN=1)C, predict the reaction product. (2) The product is: [Cl:14][C:11]1[S:10][C:9]([C@@H:7]2[CH2:8][C@H:6]2[CH:4]([NH:3][O:2][CH3:1])[CH3:5])=[CH:13][CH:12]=1. Given the reactants [CH3:1][O:2][N:3]=[C:4]([C@@H:6]1[CH2:8][C@H:7]1[C:9]1[S:10][C:11]([Cl:14])=[CH:12][CH:13]=1)[CH3:5].C([BH3-])#N.[Na+], predict the reaction product. (3) Given the reactants [F:1][C:2]1[CH:3]=[CH:4][C:5]([C:8]2[C:12](/[CH:13]=[CH:14]/[C:15]3[S:16][C:17]([C:20](O)=[O:21])=[CH:18][N:19]=3)=[C:11]([CH3:23])[O:10][N:9]=2)=[N:6][CH:7]=1.C(N1C=CN=C1)([N:26]1C=CN=C1)=O.[OH-].[NH4+], predict the reaction product. The product is: [F:1][C:2]1[CH:3]=[CH:4][C:5]([C:8]2[C:12](/[CH:13]=[CH:14]/[C:15]3[S:16][C:17]([C:20]([NH2:26])=[O:21])=[CH:18][N:19]=3)=[C:11]([CH3:23])[O:10][N:9]=2)=[N:6][CH:7]=1. (4) Given the reactants [F:1][C:2]1[CH:7]=[CH:6][CH:5]=[C:4]([F:8])[C:3]=1[N:9]1[C:14]2[N:15]=[C:16]([S:34][CH3:35])[N:17]=[C:18]([C:19]3[CH:20]=[C:21]([NH:26][C:27]([C:29]4[CH:33]=[CH:32][S:31][CH:30]=4)=[O:28])[CH:22]=[CH:23][C:24]=3[CH3:25])[C:13]=2[CH2:12][NH:11][C:10]1=[O:36].ClC1C=C(C=CC=1)C(OO)=[O:42], predict the reaction product. The product is: [F:8][C:4]1[CH:5]=[CH:6][CH:7]=[C:2]([F:1])[C:3]=1[N:9]1[C:14]2[N:15]=[C:16]([S:34]([CH3:35])=[O:42])[N:17]=[C:18]([C:19]3[CH:20]=[C:21]([NH:26][C:27]([C:29]4[CH:33]=[CH:32][S:31][CH:30]=4)=[O:28])[CH:22]=[CH:23][C:24]=3[CH3:25])[C:13]=2[CH2:12][NH:11][C:10]1=[O:36]. (5) Given the reactants [O:1]=[C:2]1[C:10]2[C:5](=[CH:6][CH:7]=[CH:8][CH:9]=2)[C:4](=[O:11])[N:3]1[CH2:12][CH2:13][CH2:14][S:15](Cl)(=[O:17])=[O:16].C([N:22]([CH2:26][CH3:27])[CH:23]([CH3:25])C)(C)C.N1CCCC1, predict the reaction product. The product is: [N:22]1([S:15]([CH2:14][CH2:13][CH2:12][N:3]2[C:2](=[O:1])[C:10]3[C:5](=[CH:6][CH:7]=[CH:8][CH:9]=3)[C:4]2=[O:11])(=[O:17])=[O:16])[CH2:23][CH2:25][CH2:27][CH2:26]1.